From a dataset of Reaction yield outcomes from USPTO patents with 853,638 reactions. Predict the reaction yield, written as a fraction of the theoretical maximum amount of product (1.0 means a 100% yield; for example, 0.34 means a 34% yield). (1) The reactants are [Br:1][C:2]1[N:3]=[C:4]([C:9]#[C:10][Si](C)(C)C)[C:5]([NH2:8])=[N:6][CH:7]=1.[H-].[Na+].[C:17]1([CH3:27])[CH:22]=[CH:21][C:20]([S:23](Cl)(=[O:25])=[O:24])=[CH:19][CH:18]=1. The catalyst is CN(C=O)C. The product is [Br:1][C:2]1[N:3]=[C:4]2[CH:9]=[CH:10][N:8]([S:23]([C:20]3[CH:21]=[CH:22][C:17]([CH3:27])=[CH:18][CH:19]=3)(=[O:25])=[O:24])[C:5]2=[N:6][CH:7]=1. The yield is 0.520. (2) The reactants are [OH:1][C:2]1[C:3]([CH3:11])=[C:4]([CH:8]=[CH:9][CH:10]=1)[C:5]([OH:7])=[O:6].S(Cl)(Cl)=O.[CH3:16]O. The product is [OH:1][C:2]1[C:3]([CH3:11])=[C:4]([CH:8]=[CH:9][CH:10]=1)[C:5]([O:7][CH3:16])=[O:6]. The yield is 0.840. No catalyst specified. (3) The reactants are Br[C:2]1[CH:3]=[C:4]([C:8]([O:10][CH3:11])=[O:9])[S:5][C:6]=1[Cl:7].C([O-])([O-])=O.[Na+].[Na+].[CH2:18]([N:20]1[C:24](B2OC(C)(C)C(C)(C)O2)=[CH:23][CH:22]=[N:21]1)[CH3:19]. The catalyst is C1COCC1.C1C=CC(P(C2C=CC=CC=2)[C-]2C=CC=C2)=CC=1.C1C=CC(P(C2C=CC=CC=2)[C-]2C=CC=C2)=CC=1.Cl[Pd]Cl.[Fe+2]. The product is [Cl:7][C:6]1[S:5][C:4]([C:8]([O:10][CH3:11])=[O:9])=[CH:3][C:2]=1[C:24]1[N:20]([CH2:18][CH3:19])[N:21]=[CH:22][CH:23]=1. The yield is 0.820. (4) The reactants are [Br:1][C:2]1[N:6]([CH2:7][C:8]2[CH:17]=[CH:16][C:11]([C:12]([O:14]C)=[O:13])=[CH:10][CH:9]=2)[N:5]=[CH:4][CH:3]=1.[OH-].[Na+].CO. The catalyst is O. The product is [Br:1][C:2]1[N:6]([CH2:7][C:8]2[CH:17]=[CH:16][C:11]([C:12]([OH:14])=[O:13])=[CH:10][CH:9]=2)[N:5]=[CH:4][CH:3]=1. The yield is 0.900. (5) The reactants are Cl.FC1C=C(C=CC=1)CN1C=C(C2C3C(=NC=C(C4C=CC(C5CCNCC5)=CC=4)C=3)N(S(C3C=CC(C)=CC=3)(=O)=O)C=2)C=N1.[F:46][C:47]1[CH:48]=[C:49]([C:60]2[CH:61]=[C:62]3[C:68]([C:69]4[CH:70]=[N:71][N:72]([CH2:74][C:75]5[CH:80]=[CH:79][CH:78]=[C:77]([F:81])[CH:76]=5)[CH:73]=4)=[CH:67][N:66](S(C4C=CC(C)=CC=4)(=O)=O)[C:63]3=[N:64][CH:65]=2)[CH:50]=[N:51][C:52]=1[N:53]1[CH2:58][CH2:57][N:56]([CH3:59])[CH2:55][CH2:54]1.[OH-].[Li+]. The catalyst is C1COCC1.CO.O. The product is [F:46][C:47]1[CH:48]=[C:49]([C:60]2[CH:61]=[C:62]3[C:68]([C:69]4[CH:70]=[N:71][N:72]([CH2:74][C:75]5[CH:80]=[CH:79][CH:78]=[C:77]([F:81])[CH:76]=5)[CH:73]=4)=[CH:67][NH:66][C:63]3=[N:64][CH:65]=2)[CH:50]=[N:51][C:52]=1[N:53]1[CH2:54][CH2:55][N:56]([CH3:59])[CH2:57][CH2:58]1. The yield is 0.300. (6) The reactants are [CH3:1][N:2]1[CH2:6][C@@H:5]2[NH:7][CH2:8][CH2:9][C@@H:4]2[CH2:3]1.[Cl:10][C:11]1[C:12]([C:30]2[CH:31]=[N:32][N:33]3[CH:38]=[CH:37][CH:36]=[CH:35][C:34]=23)=[N:13][C:14]([NH:17][C:18]2[CH:23]=[C:22]([N+:24]([O-:26])=[O:25])[C:21](F)=[CH:20][C:19]=2[O:28][CH3:29])=[N:15][CH:16]=1.CCN(C(C)C)C(C)C. The catalyst is FC(F)(F)CO. The product is [CH3:1][N:2]1[CH2:6][C@@H:5]2[N:7]([C:21]3[C:22]([N+:24]([O-:26])=[O:25])=[CH:23][C:18]([NH:17][C:14]4[N:13]=[C:12]([C:30]5[CH:31]=[N:32][N:33]6[CH:38]=[CH:37][CH:36]=[CH:35][C:34]=56)[C:11]([Cl:10])=[CH:16][N:15]=4)=[C:19]([O:28][CH3:29])[CH:20]=3)[CH2:8][CH2:9][C@@H:4]2[CH2:3]1. The yield is 0.490. (7) The reactants are [C:1]([O:5][C:6]([NH:8][CH2:9][C:10]1[CH:17]=[CH:16][C:13]([CH2:14][NH2:15])=[CH:12][CH:11]=1)=[O:7])([CH3:4])([CH3:3])[CH3:2].[F:18][C:19]([F:45])([F:44])[C:20]1[CH:25]=[CH:24][C:23]([C:26]2[C:27]([C:32]([NH:34][C:35]3[CH:36]=[C:37]([C:41](O)=[O:42])[N:38]([CH3:40])[CH:39]=3)=[O:33])=[CH:28][CH:29]=[CH:30][CH:31]=2)=[CH:22][CH:21]=1.CN(C(ON1N=NC2C=CC=CC1=2)=[N+](C)C)C.[B-](F)(F)(F)F.C(N(CC)CC)C. The catalyst is CN(C)C=O.ClCCl.C(O)C. The product is [C:1]([O:5][C:6]([NH:8][CH2:9][C:10]1[CH:11]=[CH:12][C:13]([CH2:14][NH:15][C:41]([C:37]2[N:38]([CH3:40])[CH:39]=[C:35]([NH:34][C:32]([C:27]3[C:26]([C:23]4[CH:22]=[CH:21][C:20]([C:19]([F:45])([F:18])[F:44])=[CH:25][CH:24]=4)=[CH:31][CH:30]=[CH:29][CH:28]=3)=[O:33])[CH:36]=2)=[O:42])=[CH:16][CH:17]=1)=[O:7])([CH3:4])([CH3:2])[CH3:3]. The yield is 0.960. (8) The product is [F:10][C:11]1[S:15][C:14]2[C:16]3([O:29][CH2:30][CH2:31][C:13]=2[CH:12]=1)[CH2:21][CH2:20][N:19]([CH2:22][C:23]1[C:24]([CH3:28])=[N:25][N:26]([C:2]2[C:7]([CH:8]=[O:9])=[CH:6][CH:5]=[CH:4][N:3]=2)[CH:27]=1)[CH2:18][CH2:17]3. The yield is 0.830. The reactants are Br[C:2]1[C:7]([CH:8]=[O:9])=[CH:6][CH:5]=[CH:4][N:3]=1.[F:10][C:11]1[S:15][C:14]2[C:16]3([O:29][CH2:30][CH2:31][C:13]=2[CH:12]=1)[CH2:21][CH2:20][N:19]([CH2:22][C:23]1[C:24]([CH3:28])=[N:25][NH:26][CH:27]=1)[CH2:18][CH2:17]3. No catalyst specified. (9) The reactants are [N:1]1[C:2]([CH2:10][N:11]([CH3:22])[C@@H:12]2[C:21]3[N:20]=[CH:19][CH:18]=[CH:17][C:16]=3[CH2:15][CH2:14][CH2:13]2)=[CH:3][N:4]2[CH:9]=[CH:8][CH:7]=[CH:6][C:5]=12.[NH:23]1[CH2:28][CH2:27][O:26][CH2:25][CH2:24]1.[CH2:29]=O. The catalyst is C(O)(=O)C. The product is [CH3:22][N:11]([CH2:10][C:2]1[N:1]=[C:5]2[CH:6]=[CH:7][CH:8]=[CH:9][N:4]2[C:3]=1[CH2:29][N:23]1[CH2:28][CH2:27][O:26][CH2:25][CH2:24]1)[C@@H:12]1[C:21]2[N:20]=[CH:19][CH:18]=[CH:17][C:16]=2[CH2:15][CH2:14][CH2:13]1. The yield is 0.860. (10) The catalyst is C1COCC1. The reactants are Cl[CH2:2][C:3]1[CH:4]=[C:5]2[C:9](=[CH:10][CH:11]=1)[CH2:8][C@H:7]([NH:12][C:13](=[O:22])[O:14][CH2:15][C:16]1[CH:21]=[CH:20][CH:19]=[CH:18][CH:17]=1)[CH2:6]2.CC1(C)COB([C:30]2[CH:31]=[C:32]([CH:37]=[C:38]([C:40]([F:43])([F:42])[F:41])[CH:39]=2)[C:33]([O:35][CH3:36])=[O:34])OC1.C(=O)([O-])[O-].[Na+].[Na+].C(Cl)Cl. The yield is 0.760. The product is [CH2:15]([O:14][C:13]([NH:12][C@@H:7]1[CH2:6][C:5]2[C:9](=[CH:10][CH:11]=[C:3]([CH2:2][C:30]3[CH:31]=[C:32]([CH:37]=[C:38]([C:40]([F:41])([F:43])[F:42])[CH:39]=3)[C:33]([O:35][CH3:36])=[O:34])[CH:4]=2)[CH2:8]1)=[O:22])[C:16]1[CH:21]=[CH:20][CH:19]=[CH:18][CH:17]=1.